This data is from Full USPTO retrosynthesis dataset with 1.9M reactions from patents (1976-2016). The task is: Predict the reactants needed to synthesize the given product. (1) Given the product [C:30]([O:34][C:35]([N:37]1[CH2:38][CH:39]2[O:45][CH:43]([CH2:42][N:41]([C:20]([C:19]3[CH:18]=[N:17][C:16]([NH:15][C:12]4[N:13]=[CH:14][C:9]5[CH:8]=[C:7]([C:25](=[O:29])[N:26]([CH3:28])[CH3:27])[N:6]([CH:1]6[CH2:5][CH2:4][CH2:3][CH2:2]6)[C:10]=5[N:11]=4)=[CH:24][CH:23]=3)=[O:21])[CH2:40]2)[CH2:44]1)=[O:36])([CH3:33])([CH3:31])[CH3:32], predict the reactants needed to synthesize it. The reactants are: [CH:1]1([N:6]2[C:10]3[N:11]=[C:12]([NH:15][C:16]4[CH:24]=[CH:23][C:19]([C:20](O)=[O:21])=[CH:18][N:17]=4)[N:13]=[CH:14][C:9]=3[CH:8]=[C:7]2[C:25](=[O:29])[N:26]([CH3:28])[CH3:27])[CH2:5][CH2:4][CH2:3][CH2:2]1.[C:30]([O:34][C:35]([N:37]1[CH2:44][CH:43]2[O:45][CH:39]([CH2:40][NH:41][CH2:42]2)[CH2:38]1)=[O:36])([CH3:33])([CH3:32])[CH3:31]. (2) Given the product [CH2:21]([O:20][C:18]([C:8]1[NH:9][C:10]2[C:15](=[CH:14][C:13]([O:16][CH3:17])=[CH:12][CH:11]=2)[C:7]=1[CH2:6][C@@H:5]([C:4]([O:3][CH2:1][CH3:2])=[O:26])[NH2:23])=[O:19])[CH3:22], predict the reactants needed to synthesize it. The reactants are: [CH2:1]([O:3][C:4](=[O:26])[CH:5]([N+:23]([O-])=O)[CH2:6][C:7]1[C:15]2[C:10](=[CH:11][CH:12]=[C:13]([O:16][CH3:17])[CH:14]=2)[NH:9][C:8]=1[C:18]([O:20][CH2:21][CH3:22])=[O:19])[CH3:2].O1CCCC1.Cl. (3) Given the product [CH3:1][C:2]1([CH3:15])[C:6]2[CH:7]=[CH:8][C:9]([CH2:11][OH:12])=[CH:10][C:5]=2[O:4][CH2:3]1, predict the reactants needed to synthesize it. The reactants are: [CH3:1][C:2]1([CH3:15])[C:6]2[CH:7]=[CH:8][C:9]([C:11](OC)=[O:12])=[CH:10][C:5]=2[O:4][CH2:3]1.[BH4-].[Li+].CO.O. (4) Given the product [C:1]1([C:3]([O:5][C:6]2[CH:11]=[CH:10][CH:9]=[CH:8][CH:7]=2)=[O:4])[CH:2]=[C:1]([C:3]([O:5][C:6]2[CH:11]=[CH:10][CH:9]=[CH:8][CH:7]=2)=[O:4])[CH:2]=[C:1]([C:3]([O:5][C:6]2[CH:11]=[CH:10][CH:9]=[CH:8][CH:7]=2)=[O:4])[CH:2]=1, predict the reactants needed to synthesize it. The reactants are: [C:1]([C:3]([O:5][C:6]1[CH:11]=[CH:10][CH:9]=[CH:8][CH:7]=1)=[O:4])#[CH:2]. (5) Given the product [NH2:17][C:12]1[C:11]([CH3:20])=[C:10]([C:15]([CH3:16])=[CH:14][CH:13]=1)[C:9]([OH:21])=[O:8], predict the reactants needed to synthesize it. The reactants are: C([O:8][C:9](=[O:21])[C:10]1[C:15]([CH3:16])=[CH:14][CH:13]=[C:12]([N+:17]([O-])=O)[C:11]=1[CH3:20])C1C=CC=CC=1.